Dataset: Full USPTO retrosynthesis dataset with 1.9M reactions from patents (1976-2016). Task: Predict the reactants needed to synthesize the given product. (1) Given the product [CH2:17]([O:16][C:13]1[NH:7][C:2]2[CH:3]=[CH:4][CH:5]=[CH:6][C:1]=2[N:8]=1)[CH2:18][CH3:9], predict the reactants needed to synthesize it. The reactants are: [C:1]1([NH2:8])[CH:6]=[CH:5][CH:4]=[CH:3][C:2]=1[NH2:7].[C:9](O)(=O)C.[C:13]([O:16][CH2:17][CH3:18])(=O)C. (2) Given the product [CH3:1][O:2][C:3]1[C:12]([NH:13][C:14]([N:31]2[CH2:30][CH2:29][N:28]([C:24]3[CH:25]=[CH:26][CH:27]=[C:22]([Cl:21])[CH:23]=3)[CH2:33][CH2:32]2)=[O:18])=[N:11][C:10]2[C:5](=[CH:6][CH:7]=[C:8]([O:19][CH3:20])[CH:9]=2)[N:4]=1, predict the reactants needed to synthesize it. The reactants are: [CH3:1][O:2][C:3]1[C:12]([NH:13][C:14](=[O:18])OCC)=[N:11][C:10]2[C:5](=[CH:6][CH:7]=[C:8]([O:19][CH3:20])[CH:9]=2)[N:4]=1.[Cl:21][C:22]1[CH:23]=[C:24]([N:28]2[CH2:33][CH2:32][NH:31][CH2:30][CH2:29]2)[CH:25]=[CH:26][CH:27]=1. (3) Given the product [NH2:1][C:2]1[C:3]2[C:10]([C:11]3[CH:16]=[CH:15][CH:14]=[C:13]([O:17][CH2:18][C:19]45[O:25][CH:22]([CH2:21][CH2:20]4)[CH2:23][CH2:24]5)[CH:12]=3)=[CH:9][N:8]([C@H:26]3[CH2:29][C@H:28]([CH2:30][N:32]4[CH2:39][CH2:38][CH2:37][C@H:33]4[C:34]([NH2:36])=[O:35])[CH2:27]3)[C:4]=2[N:5]=[CH:6][N:7]=1, predict the reactants needed to synthesize it. The reactants are: [NH2:1][C:2]1[C:3]2[C:10]([C:11]3[CH:16]=[CH:15][CH:14]=[C:13]([O:17][CH2:18][C:19]45[O:25][CH:22]([CH2:23][CH2:24]4)[CH2:21][CH2:20]5)[CH:12]=3)=[CH:9][N:8]([C@H:26]3[CH2:29][C@H:28]([CH2:30]O)[CH2:27]3)[C:4]=2[N:5]=[CH:6][N:7]=1.[NH:32]1[CH2:39][CH2:38][CH2:37][C@H:33]1[C:34]([NH2:36])=[O:35].